Dataset: Full USPTO retrosynthesis dataset with 1.9M reactions from patents (1976-2016). Task: Predict the reactants needed to synthesize the given product. (1) Given the product [OH:26][CH2:14][CH2:13][CH2:12][C:15]1[C:24]2[O:23][CH2:22][C:21](=[O:25])[NH:20][C:19]=2[CH:18]=[CH:17][CH:16]=1, predict the reactants needed to synthesize it. The reactants are: C(BC(C(C)C)C)(C(C)C)C.[CH2:12]([C:15]1[C:24]2[O:23][CH2:22][C:21](=[O:25])[NH:20][C:19]=2[CH:18]=[CH:17][CH:16]=1)[CH:13]=[CH2:14].[OH-:26].[Na+].OO. (2) Given the product [OH:10][C:11]1[CH:18]=[C:17]([OH:19])[CH:16]=[CH:15][C:12]=1[C:13]1[S:6][CH2:5][C@:3]([CH3:2])([C:7]([OH:9])=[O:8])[N:4]=1, predict the reactants needed to synthesize it. The reactants are: Cl.[CH3:2][C@:3]([C:7]([OH:9])=[O:8])([CH2:5][SH:6])[NH2:4].[OH:10][C:11]1[CH:18]=[C:17]([OH:19])[CH:16]=[CH:15][C:12]=1[C:13]#N.C(N(CC)CC)C.[OH-].[K+]. (3) Given the product [CH3:24][O:23][C:21]1[CH:20]=[CH:19][C:15]2[N:16]=[C:17]([CH3:18])[C:12]3[N:13]([C:9]([C:4]4[C:3]([CH3:2])=[CH:29][S:30][CH:5]=4)=[N:10][C:11]=3[CH3:25])[C:14]=2[N:22]=1, predict the reactants needed to synthesize it. The reactants are: Cl[C:2]1[CH:3]=[C:4]([C:9]2[N:13]3[C:14]4[N:22]=[C:21]([O:23][CH3:24])[CH:20]=[CH:19][C:15]=4[N:16]=[C:17]([CH3:18])[C:12]3=[C:11]([CH3:25])[N:10]=2)[CH:5]=C(Cl)C=1.CC1C(B(O)O)=[CH:29][S:30]C=1.C([O-])([O-])=O.[K+].[K+].